From a dataset of Forward reaction prediction with 1.9M reactions from USPTO patents (1976-2016). Predict the product of the given reaction. (1) The product is: [CH2:19]([O:23][C:4]1[CH:9]=[C:8]([O:10][CH:11]([CH3:16])[C:12]([O:15][CH3:18])([CH3:14])[CH3:13])[N:7]=[CH:6][N:5]=1)[C:20]#[C:21][CH3:22]. Given the reactants [H-].[Na+].Cl[C:4]1[CH:9]=[C:8]([O:10][CH:11]([CH3:16])[C:12]([OH:15])([CH3:14])[CH3:13])[N:7]=[CH:6][N:5]=1.I[CH3:18].[CH2:19]([OH:23])[C:20]#[C:21][CH3:22].[Cl-].[NH4+], predict the reaction product. (2) Given the reactants Cl.[CH3:2][O:3][C:4]1[CH:9]=[CH:8][C:7]([NH:10][NH2:11])=[CH:6][CH:5]=1.C(N(CC)CC)C.[C:19]([CH2:25][C:26]#[N:27])(=O)[C:20]([CH3:23])([CH3:22])[CH3:21], predict the reaction product. The product is: [C:20]([C:19]1[CH:25]=[C:26]([NH2:27])[N:10]([C:7]2[CH:8]=[CH:9][C:4]([O:3][CH3:2])=[CH:5][CH:6]=2)[N:11]=1)([CH3:23])([CH3:22])[CH3:21]. (3) Given the reactants [C:1]([C:5]1[CH:20]=[CH:19][CH:18]=[CH:17][C:6]=1[O:7][C:8]1[N:9]=[N:10][C:11]([Cl:16])=[CH:12][C:13]=1[O:14][CH3:15])([CH3:4])([CH3:3])[CH3:2].[CH3:21][Si:22](Cl)([CH3:24])[CH3:23].[Cl-].[NH4+], predict the reaction product. The product is: [C:1]([C:5]1[CH:20]=[CH:19][CH:18]=[CH:17][C:6]=1[O:7][C:8]1[N:9]=[N:10][C:11]([Cl:16])=[C:12]([Si:22]([CH3:24])([CH3:23])[CH3:21])[C:13]=1[O:14][CH3:15])([CH3:4])([CH3:2])[CH3:3]. (4) Given the reactants [Cl:1][C:2]1[CH:3]=[C:4]([CH:7]=[CH:8][C:9]=1F)[C:5]#[N:6].[CH3:11][N:12]([CH3:18])[CH:13]1[CH2:17][CH2:16][NH:15][CH2:14]1.[H-].[Na+].O, predict the reaction product. The product is: [Cl:1][C:2]1[CH:3]=[C:4]([CH:7]=[CH:8][C:9]=1[N:15]1[CH2:16][CH2:17][CH:13]([N:12]([CH3:18])[CH3:11])[CH2:14]1)[C:5]#[N:6]. (5) Given the reactants [CH3:1][NH:2][CH:3]1[CH2:8][CH2:7][CH2:6][CH2:5][CH2:4]1.Br[CH2:10][CH2:11][C:12]([O:14][CH2:15][CH3:16])=[O:13], predict the reaction product. The product is: [CH2:15]([O:14][C:12](=[O:13])[CH2:11][CH2:10][N:2]([CH:3]1[CH2:8][CH2:7][CH2:6][CH2:5][CH2:4]1)[CH3:1])[CH3:16]. (6) Given the reactants [Cl:1][C:2]1[CH:3]=[CH:4][C:5]2[O:9][C:8](=[O:10])[NH:7][C:6]=2[CH:11]=1.N([CH2:15][CH2:16][CH2:17][CH2:18][CH2:19][CH3:20])=C=O.C(N(C(C)C)C(C)C)C, predict the reaction product. The product is: [Cl:1][C:2]1[CH:3]=[CH:4][C:5]2[O:9][C:8](=[O:10])[NH:7][C:6]=2[CH:11]=1.[CH3:20][CH2:19][CH:18]([C:8]([NH2:7])=[O:9])[CH2:17][CH2:16][CH3:15]. (7) Given the reactants Br[CH2:2][C:3]1[CH:10]=[CH:9][C:6]([C:7]#[N:8])=[CH:5][CH:4]=1.[NH:11]1[CH:15]=[N:14][CH:13]=[N:12]1.C(=O)([O-])[O-].[K+].[K+].[I-].[K+], predict the reaction product. The product is: [NH:11]1[CH:15]=[N:14][C:13]([CH2:2][C:3]2[CH:10]=[CH:9][C:6]([C:7]#[N:8])=[CH:5][CH:4]=2)=[N:12]1. (8) Given the reactants [Br:1][C:2]1[CH:3]=[C:4]([N:25]2[C@@H:29]([CH2:30][C:31]([O:33]C)=[O:32])[C@H:28]([CH3:35])[C:27]([C:36]([F:39])([F:38])[F:37])=[N:26]2)[CH:5]=[CH:6][C:7]=1[O:8][C@@H:9]1[CH2:14][CH2:13][N:12]([C:15]2[C:20]([Cl:21])=[CH:19][N:18]=[C:17]([O:22][CH3:23])[CH:16]=2)[CH2:11][C@H:10]1[CH3:24].[OH-].[Li+], predict the reaction product. The product is: [Br:1][C:2]1[CH:3]=[C:4]([N:25]2[C@@H:29]([CH2:30][C:31]([OH:33])=[O:32])[C@H:28]([CH3:35])[C:27]([C:36]([F:37])([F:38])[F:39])=[N:26]2)[CH:5]=[CH:6][C:7]=1[O:8][C@@H:9]1[CH2:14][CH2:13][N:12]([C:15]2[C:20]([Cl:21])=[CH:19][N:18]=[C:17]([O:22][CH3:23])[CH:16]=2)[CH2:11][C@H:10]1[CH3:24]. (9) Given the reactants Br[C:2]1[CH:25]=[CH:24][C:5]2[C:6]3[N:10]=[CH:9][N:8]([C:11]4[CH:16]=[CH:15][C:14]([O:17][C:18]([F:21])([F:20])[F:19])=[CH:13][CH:12]=4)[C:7]=3[CH:22]=[CH:23][C:4]=2[CH:3]=1.[CH2:26]([Sn](CCCC)(CCCC)C=C)[CH2:27]CC, predict the reaction product. The product is: [F:19][C:18]([F:21])([F:20])[O:17][C:14]1[CH:13]=[CH:12][C:11]([N:8]2[C:7]3[CH:22]=[CH:23][C:4]4[CH:3]=[C:2]([CH:26]=[CH2:27])[CH:25]=[CH:24][C:5]=4[C:6]=3[N:10]=[CH:9]2)=[CH:16][CH:15]=1.